Task: Predict the product of the given reaction.. Dataset: Forward reaction prediction with 1.9M reactions from USPTO patents (1976-2016) (1) Given the reactants C([S:4][CH2:5][CH:6]([NH:12][C:13]([O:15][C:16]([CH3:19])([CH3:18])[CH3:17])=[O:14])[CH2:7][S:8]C(=O)C)(=O)C.[OH-].[Na+].II, predict the reaction product. The product is: [C:16]([O:15][C:13](=[O:14])[NH:12][CH:6]1[CH2:7][S:8][S:4][CH2:5]1)([CH3:19])([CH3:18])[CH3:17]. (2) Given the reactants [CH:1]1([C:4]2[C:13](I)=[CH:12][C:7]([C:8]([O:10][CH3:11])=[O:9])=[C:6]([CH3:15])[CH:5]=2)[CH2:3][CH2:2]1.[CH3:16][N:17](C=O)C, predict the reaction product. The product is: [C:16]([C:13]1[C:4]([CH:1]2[CH2:3][CH2:2]2)=[CH:5][C:6]([CH3:15])=[C:7]([CH:12]=1)[C:8]([O:10][CH3:11])=[O:9])#[N:17]. (3) Given the reactants [Br:1][C:2]1[C:3]([F:12])=[CH:4][C:5](I)=[C:6]([CH:10]=1)[C:7]([OH:9])=[O:8].[Cl:13][C:14]1[N:19]=[CH:18][C:17]([OH:20])=[CH:16][CH:15]=1.C(=O)([O-])[O-].[Cs+].[Cs+].C(OCC)(=O)C, predict the reaction product. The product is: [Br:1][C:2]1[C:3]([F:12])=[CH:4][C:5]([O:20][C:17]2[CH:18]=[N:19][C:14]([Cl:13])=[CH:15][CH:16]=2)=[C:6]([CH:10]=1)[C:7]([OH:9])=[O:8]. (4) Given the reactants [CH3:1][C:2]1[N:3]([C:7]2[O:8][C:9]([CH2:22][CH2:23][C:24](OC)=[O:25])=[C:10]([C:12]3[CH:17]=[CH:16][C:15]([C:18]([F:21])([F:20])[F:19])=[CH:14][CH:13]=3)[N:11]=2)[CH:4]=[CH:5][N:6]=1.O.C(C(C(C([O-])=O)O)O)([O-])=O.[K+].[Na+].O.O.[Na+].[K+].C(C(C(C([O-])=O)O)O)([O-])=O, predict the reaction product. The product is: [CH3:1][C:2]1[N:3]([C:7]2[O:8][C:9]([CH2:22][CH2:23][CH2:24][OH:25])=[C:10]([C:12]3[CH:13]=[CH:14][C:15]([C:18]([F:21])([F:20])[F:19])=[CH:16][CH:17]=3)[N:11]=2)[CH:4]=[CH:5][N:6]=1. (5) Given the reactants [OH:1][CH2:2]/[CH:3]=[C:4](\[CH3:28])/[C:5]#[C:6][C:7]1[CH:19]=[CH:18][C:17]2[C:16]3[C:11](=[CH:12][C:13]([C:20]#[C:21]/[C:22](/[CH3:26])=[CH:23]/[CH2:24][OH:25])=[CH:14][CH:15]=3)[C:10](=[O:27])[C:9]=2[CH:8]=1.[C:42]1(P([C:42]2[CH:47]=[CH:46][CH:45]=[CH:44][CH:43]=2)[C:42]2[CH:47]=[CH:46][CH:45]=[CH:44][CH:43]=2)[CH:47]=[CH:46][CH:45]=[CH:44][CH:43]=1.[CH2:48]([O:50][C:51](=[O:64])[C@@H:52]([O:61][CH2:62][CH3:63])[CH2:53][C:54]1[CH:59]=[CH:58][C:57](O)=[CH:56][CH:55]=1)[CH3:49].[CH3:76][CH2:75][O:74][C:72](/N=N/[C:72]([O:74][CH2:75][CH3:76])=[O:73])=[O:73], predict the reaction product. The product is: [CH2:48]([O:50][C:51](=[O:64])[C@@H:52]([O:61][CH2:62][CH3:63])[CH2:53][C:54]1[CH:59]=[CH:58][C:57]([O:25][CH2:24]/[CH:23]=[C:22](\[CH3:26])/[C:21]#[C:20][C:13]2[CH:14]=[CH:15][C:16]3[C:17]4[C:9](=[CH:8][C:7]([C:6]#[C:5]/[C:4](/[CH3:28])=[CH:3]/[CH2:2][O:1][C:45]5[CH:44]=[CH:43][C:42]([CH2:49][C@H:48]([O:50][CH2:51][CH3:52])[C:72]([O:74][CH2:75][CH3:76])=[O:73])=[CH:47][CH:46]=5)=[CH:19][CH:18]=4)[C:10](=[O:27])[C:11]=3[CH:12]=2)=[CH:56][CH:55]=1)[CH3:49]. (6) The product is: [N+:12]([C:8]1[N:9]=[CH:10][N:11]2[C:3]([C:2]([F:16])([F:15])[F:1])=[CH:5][S:6][C:7]=12)([O-:14])=[O:13]. Given the reactants [F:1][C:2]([F:16])([F:15])[C:3]([CH2:5][S:6][C:7]1[NH:11][CH:10]=[N:9][C:8]=1[N+:12]([O-:14])=[O:13])=O.P(Cl)(Cl)(Cl)=O.C(=O)(O)[O-].[Na+], predict the reaction product.